This data is from Forward reaction prediction with 1.9M reactions from USPTO patents (1976-2016). The task is: Predict the product of the given reaction. (1) Given the reactants Br[C:2]1[CH:3]=[C:4]([C:8]2([C:18]3[CH:23]=[CH:22][N:21]=[CH:20][C:19]=3[F:24])[C:16]3[C:11](=[CH:12][CH:13]=[CH:14][CH:15]=3)[C:10]([NH2:17])=[N:9]2)[CH:5]=[CH:6][CH:7]=1.[F:25][C:26]1[CH:27]=[N:28][CH:29]=[C:30](B2OC(C)(C)C(C)(C)O2)[CH:31]=1, predict the reaction product. The product is: [F:24][C:19]1[CH:20]=[N:21][CH:22]=[CH:23][C:18]=1[C:8]1([C:16]2[CH:11]=[CH:12][CH:13]=[C:14]([C:30]3[CH:29]=[N:28][CH:27]=[C:26]([F:25])[CH:31]=3)[CH:15]=2)[C:4]2[C:5](=[CH:6][CH:7]=[CH:2][CH:3]=2)[C:10]([NH2:17])=[N:9]1. (2) Given the reactants [Si:1]([O:18][CH2:19][CH2:20][N:21]([CH2:42][CH:43]([OH:65])[CH2:44][O:45][C:46]([C:59]1[CH:64]=[CH:63][CH:62]=[CH:61][CH:60]=1)([C:53]1[CH:58]=[CH:57][CH:56]=[CH:55][CH:54]=1)[C:47]1[CH:52]=[CH:51][CH:50]=[CH:49][CH:48]=1)[CH2:22][CH2:23][O:24][Si:25]([C:38]([CH3:41])([CH3:40])[CH3:39])([C:32]1[CH:37]=[CH:36][CH:35]=[CH:34][CH:33]=1)[C:26]1[CH:31]=[CH:30][CH:29]=[CH:28][CH:27]=1)([C:14]([CH3:17])([CH3:16])[CH3:15])([C:8]1[CH:13]=[CH:12][CH:11]=[CH:10][CH:9]=1)[C:2]1[CH:7]=[CH:6][CH:5]=[CH:4][CH:3]=1.CCN(CC)CC.[C:73](Cl)(=[O:87])[CH2:74][CH2:75][CH2:76][CH2:77][CH2:78][CH2:79][CH2:80][CH2:81][CH2:82][CH2:83][CH2:84][CH2:85][CH3:86], predict the reaction product. The product is: [Si:1]([O:18][CH2:19][CH2:20][N:21]([CH2:42][CH:43]([O:65][C:73](=[O:87])[CH2:74][CH2:75][CH2:76][CH2:77][CH2:78][CH2:79][CH2:80][CH2:81][CH2:82][CH2:83][CH2:84][CH2:85][CH3:86])[CH2:44][O:45][C:46]([C:59]1[CH:60]=[CH:61][CH:62]=[CH:63][CH:64]=1)([C:53]1[CH:54]=[CH:55][CH:56]=[CH:57][CH:58]=1)[C:47]1[CH:48]=[CH:49][CH:50]=[CH:51][CH:52]=1)[CH2:22][CH2:23][O:24][Si:25]([C:38]([CH3:39])([CH3:40])[CH3:41])([C:32]1[CH:33]=[CH:34][CH:35]=[CH:36][CH:37]=1)[C:26]1[CH:31]=[CH:30][CH:29]=[CH:28][CH:27]=1)([C:14]([CH3:15])([CH3:16])[CH3:17])([C:2]1[CH:3]=[CH:4][CH:5]=[CH:6][CH:7]=1)[C:8]1[CH:13]=[CH:12][CH:11]=[CH:10][CH:9]=1. (3) Given the reactants [OH-:1].[Na+].C[O:4][C:5]([C:7]1[C:8]([NH:27][C:28]2[CH:33]=[CH:32][C:31]([Br:34])=[CH:30][C:29]=2[Cl:35])=[C:9]([Cl:26])[C:10]2[N:11]([C:13]([CH2:16][NH:17][CH2:18]C(OC(C)(C)C)=O)=[CH:14][N:15]=2)[CH:12]=1)=[O:6].[CH3:36][OH:37].O.Cl, predict the reaction product. The product is: [Br:34][C:31]1[CH:32]=[CH:33][C:28]([NH:27][C:8]2[C:7]([C:5]([OH:4])=[O:6])=[CH:12][N:11]3[C:13]([CH2:16][N:17]([C:36]([O:37][C:7]([CH3:8])([CH3:12])[CH3:5])=[O:1])[CH3:18])=[CH:14][N:15]=[C:10]3[C:9]=2[Cl:26])=[C:29]([Cl:35])[CH:30]=1. (4) The product is: [Cl:1][C:2]1[CH:31]=[CH:30][CH:29]=[C:28]([CH:32]2[CH2:34][CH2:33]2)[C:3]=1[C:4]([N:6]1[C:14]2[C:9](=[C:10]([F:15])[CH:11]=[CH:12][CH:13]=2)[C:8]([N:16]2[CH2:21][CH2:20][CH:19]([C:22]([OH:24])=[O:23])[CH:18]([OH:27])[CH2:17]2)=[N:7]1)=[O:5]. Given the reactants [Cl:1][C:2]1[CH:31]=[CH:30][CH:29]=[C:28]([CH:32]2[CH2:34][CH2:33]2)[C:3]=1[C:4]([N:6]1[C:14]2[C:9](=[C:10]([F:15])[CH:11]=[CH:12][CH:13]=2)[C:8]([N:16]2[CH2:21][CH2:20][CH:19]([C:22]([O:24]CC)=[O:23])[CH:18]([OH:27])[CH2:17]2)=[N:7]1)=[O:5].[OH-].[Li+].C1COCC1.Cl, predict the reaction product. (5) Given the reactants CS(O)(=O)=O.[NH2:6][CH2:7][C:8]1[CH:9]=[C:10]2[C:14](=[CH:15][CH:16]=1)[C:13](=[O:17])[N:12]([CH:18]1[CH2:23][CH2:22][C:21](=[O:24])[NH:20][C:19]1=[O:25])[CH2:11]2.[CH2:26]([O:28][C:29]1[CH:37]=[CH:36][C:32]([C:33](Cl)=[O:34])=[CH:31][CH:30]=1)[CH3:27].Cl, predict the reaction product. The product is: [O:25]=[C:19]1[CH:18]([N:12]2[CH2:11][C:10]3[C:14](=[CH:15][CH:16]=[C:8]([CH2:7][NH:6][C:33](=[O:34])[C:32]4[CH:31]=[CH:30][C:29]([O:28][CH2:26][CH3:27])=[CH:37][CH:36]=4)[CH:9]=3)[C:13]2=[O:17])[CH2:23][CH2:22][C:21](=[O:24])[NH:20]1. (6) Given the reactants [Br:1][C:2]1[C:10]2[C:5](=[CH:6][CH:7]=[CH:8][C:9]=2[N+:11]([O-:13])=[O:12])[NH:4][N:3]=1.Cl.Cl[CH2:16][C:17]1[CH:22]=[CH:21][CH:20]=[C:19]([CH:23]([CH3:25])[CH3:24])[N:18]=1.C(=O)([O-])[O-].[K+].[K+].CN(C=O)C, predict the reaction product. The product is: [Br:1][C:2]1[C:10]2[C:5](=[CH:6][CH:7]=[CH:8][C:9]=2[N+:11]([O-:13])=[O:12])[N:4]([CH2:16][C:17]2[CH:22]=[CH:21][CH:20]=[C:19]([CH:23]([CH3:25])[CH3:24])[N:18]=2)[N:3]=1.